The task is: Predict the reaction yield, written as a fraction of the theoretical maximum amount of product (1.0 means a 100% yield; for example, 0.34 means a 34% yield).. This data is from Reaction yield outcomes from USPTO patents with 853,638 reactions. (1) The reactants are [CH3:1][O:2][C:3]([C:5]1[CH:6]=[CH:7][CH:8]=[C:9]2[O:13][C:12]([CH:14]3[CH2:19][CH2:18][NH:17][CH2:16][CH2:15]3)=[N:11][C:10]=12)=[O:4].[C:20]([O:24][C:25](O[C:25]([O:24][C:20]([CH3:23])([CH3:22])[CH3:21])=[O:26])=[O:26])([CH3:23])([CH3:22])[CH3:21]. The catalyst is CN(C1C=CN=CC=1)C.ClCCl. The product is [CH3:1][O:2][C:3]([C:5]1[CH:6]=[CH:7][CH:8]=[C:9]2[O:13][C:12]([CH:14]3[CH2:19][CH2:18][N:17]([C:25]([O:24][C:20]([CH3:23])([CH3:22])[CH3:21])=[O:26])[CH2:16][CH2:15]3)=[N:11][C:10]=12)=[O:4]. The yield is 0.580. (2) The reactants are [NH:1]1[C:5]2[C:6]3[C:11]([C:12]4[CH:13]=[CH:14][CH:15]=[CH:16][C:17]=4[C:4]=2[N:3]=[C:2]1[C:18]1[C:25]([C:26]#[N:27])=[CH:24][CH:23]=[CH:22][C:19]=1[C:20]#[N:21])=[CH:10][CH:9]=[CH:8][CH:7]=3.C(=O)([O-])[O-].[Cs+].[Cs+].O.C(OCC)(=O)C.[Cl:41][CH2:42]I. No catalyst specified. The product is [Cl:41][CH2:42][N:1]1[C:5]2[C:6]3[C:11]([C:12]4[CH:13]=[CH:14][CH:15]=[CH:16][C:17]=4[C:4]=2[N:3]=[C:2]1[C:18]1[C:25]([C:26]#[N:27])=[CH:24][CH:23]=[CH:22][C:19]=1[C:20]#[N:21])=[CH:10][CH:9]=[CH:8][CH:7]=3. The yield is 0.310. (3) The reactants are [CH3:1][O:2][C:3]1[CH:4]=[C:5]2[C:10](=[CH:11][C:12]=1[O:13][CH3:14])[N:9]=[CH:8][CH:7]=[C:6]2[O:15][C:16]1[CH:22]=[CH:21][C:19]([NH2:20])=[CH:18][CH:17]=1.Cl[C:24](Cl)([O:26][C:27](=[O:33])OC(Cl)(Cl)Cl)Cl.[CH2:35](O)[CH2:36][CH2:37][CH2:38][CH2:39][CH2:40][CH2:41][CH2:42][CH2:43][CH2:44][CH2:45][CH2:46][CH2:47][CH2:48][CH2:49][CH2:50][CH2:51]C.C(=O)(O)[O-].[Na+]. The catalyst is C(Cl)Cl.C(N(CC)CC)C.C1(C)C=CC=CC=1. The product is [CH3:1][O:2][C:3]1[CH:4]=[C:5]2[C:10](=[CH:11][C:12]=1[O:13][CH3:14])[N:9]=[CH:8][CH:7]=[C:6]2[O:15][C:16]1[CH:22]=[CH:21][C:19]([NH:20][C:27](=[O:33])[O:26][CH2:24][CH2:51][CH2:50][CH2:49][CH2:48][CH2:47][CH2:46][CH2:45][CH2:44][CH2:43][CH2:42][CH2:41][CH2:40][CH2:39][CH2:38][CH2:37][CH2:36][CH3:35])=[CH:18][CH:17]=1. The yield is 0.510. (4) The reactants are [NH2:1][C:2]1[C:7]([C:8]([O:10]CC)=O)=[CH:6][C:5]([O:13][CH3:14])=[C:4]([O:15][CH2:16][CH:17]2[CH2:22][CH2:21][N:20]([CH3:23])[CH2:19][CH2:18]2)[CH:3]=1.C(O)(=O)C.[CH:28](N)=[NH:29]. The catalyst is COCCO. The product is [CH3:14][O:13][C:5]1[CH:6]=[C:7]2[C:2](=[CH:3][C:4]=1[O:15][CH2:16][CH:17]1[CH2:18][CH2:19][N:20]([CH3:23])[CH2:21][CH2:22]1)[N:1]=[CH:28][NH:29][C:8]2=[O:10]. The yield is 0.700. (5) The reactants are [CH2:1]([C@@H:8]1[C@@H:16]([OH:17])[C@H:15]([CH3:18])[O:14][C:13](=[O:19])[C@@H:12]([N:20]([C:28]([O:30][C:31]([CH3:34])([CH3:33])[CH3:32])=[O:29])[C:21](=[O:27])[O:22][C:23]([CH3:26])([CH3:25])[CH3:24])[CH2:11][O:10][CH2:9]1)[C:2]1[CH:7]=[CH:6][CH:5]=[CH:4][CH:3]=1.[CH3:35]N(C1C2C(N(C)C)=CC=CC=2C=CC=1)C.F[B-](F)(F)F.C[O+](C)C. The catalyst is C(Cl)Cl. The product is [CH2:1]([C@@H:8]1[C@@H:16]([O:17][CH3:35])[C@H:15]([CH3:18])[O:14][C:13](=[O:19])[C@@H:12]([N:20]([C:21]([O:22][C:23]([CH3:26])([CH3:24])[CH3:25])=[O:27])[C:28](=[O:29])[O:30][C:31]([CH3:33])([CH3:32])[CH3:34])[CH2:11][O:10][CH2:9]1)[C:2]1[CH:3]=[CH:4][CH:5]=[CH:6][CH:7]=1. The yield is 0.850. (6) The reactants are [CH2:1]([O:3][C:4](=[O:29])[CH2:5][C:6]1[N:7]=[C:8]([NH:11][C:12]([NH:14][C:15]2[CH:20]=[CH:19][C:18]([CH3:21])=[CH:17][C:16]=2[C:22]([CH:24]2[CH2:28][CH2:27][CH2:26][CH2:25]2)=[O:23])=[O:13])[S:9][CH:10]=1)[CH3:2].[Cl:30]N1C(=O)CCC1=O. The catalyst is C(#N)C.C(Cl)Cl. The product is [CH2:1]([O:3][C:4](=[O:29])[CH2:5][C:6]1[N:7]=[C:8]([NH:11][C:12]([NH:14][C:15]2[CH:20]=[CH:19][C:18]([CH3:21])=[CH:17][C:16]=2[C:22]([CH:24]2[CH2:28][CH2:27][CH2:26][CH2:25]2)=[O:23])=[O:13])[S:9][C:10]=1[Cl:30])[CH3:2]. The yield is 0.150. (7) The reactants are [C:1](Cl)(=[O:3])[CH3:2].[N+:5]([C:8]1[CH:9]=[CH:10][C:11]2[O:16][CH2:15][CH2:14][NH:13][C:12]=2[CH:17]=1)([O-:7])=[O:6].C([O-])(O)=O.[Na+]. The catalyst is C(Cl)Cl. The product is [C:1]([N:13]1[C:12]2[CH:17]=[C:8]([N+:5]([O-:7])=[O:6])[CH:9]=[CH:10][C:11]=2[O:16][CH2:15][CH2:14]1)(=[O:3])[CH3:2]. The yield is 0.900. (8) The catalyst is C(O)C. The product is [Cl:1][C:2]1[CH:3]=[N:4][N:5]([CH:18]([CH3:20])[CH3:19])[C:6]=1[C:7]1[CH:12]=[C:11]([NH2:13])[CH:10]=[CH:9][C:8]=1[O:16][CH3:17]. The reactants are [Cl:1][C:2]1[CH:3]=[N:4][N:5]([CH:18]([CH3:20])[CH3:19])[C:6]=1[C:7]1[CH:12]=[C:11]([N+:13]([O-])=O)[CH:10]=[CH:9][C:8]=1[O:16][CH3:17].O.O.Cl[Sn]Cl. The yield is 0.750. (9) The reactants are [Cl:1][C:2]1[CH:3]=[C:4](B2OC(C)(C)C(C)(C)O2)[CH:5]=[C:6]([Cl:9])[C:7]=1[F:8].Br[C:20]([C:22]([F:25])([F:24])[F:23])=[CH2:21].C([O-])([O-])=O.[Cs+].[Cs+]. The catalyst is C1COCC1.Cl[Pd](Cl)([P](C1C=CC=CC=1)(C1C=CC=CC=1)C1C=CC=CC=1)[P](C1C=CC=CC=1)(C1C=CC=CC=1)C1C=CC=CC=1. The product is [Cl:9][C:6]1[CH:5]=[C:4]([C:20]([C:22]([F:25])([F:24])[F:23])=[CH2:21])[CH:3]=[C:2]([Cl:1])[C:7]=1[F:8]. The yield is 0.560.